This data is from Full USPTO retrosynthesis dataset with 1.9M reactions from patents (1976-2016). The task is: Predict the reactants needed to synthesize the given product. Given the product [CH2:14]([O:20][NH:1][C:2]1[S:3][C:4]2[C:9]([N:10]=1)=[CH:8][CH:7]=[CH:6][N:5]=2)[CH3:15], predict the reactants needed to synthesize it. The reactants are: [NH2:1][C:2]1[S:3][C:4]2[C:9]([N:10]=1)=[CH:8][CH:7]=[C:6](O)[N:5]=2.[F-].[Cs+].[CH2:14](I)[CH3:15].CN(C)C=[O:20].